The task is: Predict the reactants needed to synthesize the given product.. This data is from Full USPTO retrosynthesis dataset with 1.9M reactions from patents (1976-2016). (1) Given the product [CH2:1]([O:3][C:4](=[O:18])[C:5]([O:8][C:9]1[CH:17]=[CH:16][CH:15]=[C:14]2[C:10]=1[CH:11]=[CH:12][N:13]2[CH2:26][CH2:27][CH2:28][Cl:29])([CH3:7])[CH3:6])[CH3:2], predict the reactants needed to synthesize it. The reactants are: [CH2:1]([O:3][C:4](=[O:18])[C:5]([O:8][C:9]1[CH:17]=[CH:16][CH:15]=[C:14]2[C:10]=1[CH:11]=[CH:12][NH:13]2)([CH3:7])[CH3:6])[CH3:2].[OH-].[K+].CS(C)=O.Br[CH2:26][CH2:27][CH2:28][Cl:29]. (2) Given the product [CH3:22][O:21][C:17]1[CH:16]=[C:15]([C:10]2[C:9](=[O:23])[O:13][CH2:12][C:11]=2[CH3:14])[CH:20]=[CH:19][CH:18]=1, predict the reactants needed to synthesize it. The reactants are: FC1C=CC=CC=1C1[C:9](=[O:23])[C:10]([C:15]2[CH:20]=[CH:19][CH:18]=[C:17]([O:21][CH3:22])[CH:16]=2)=[C:11]([CH3:14])[C:12]=1[OH:13].NN. (3) Given the product [N:7]1[CH:2]=[CH:3][C:4]([N:8]2[CH2:9][CH2:10][N:11]([C:14]([O:16][CH2:17][C:18]([CH3:21])([CH3:20])[CH3:19])=[O:15])[CH2:12][CH2:13]2)=[N:5][CH:6]=1, predict the reactants needed to synthesize it. The reactants are: Cl[C:2]1[N:7]=[CH:6][N:5]=[C:4]([N:8]2[CH2:13][CH2:12][N:11]([C:14]([O:16][CH2:17][C:18]([CH3:21])([CH3:20])[CH3:19])=[O:15])[CH2:10][CH2:9]2)[CH:3]=1.N.[H][H]. (4) Given the product [CH3:25][C@H:24]1[CH2:23][NH:22][CH2:21][C@@H:20]([CH3:33])[N:19]1[C:17]([O:5][CH2:4][C:3]1[C:2]([F:1])=[CH:9][C:8]([O:10][CH2:14][CH:13]=[CH2:12])=[CH:7][C:6]=1[F:11])=[O:18], predict the reactants needed to synthesize it. The reactants are: [F:1][C:2]1[CH:9]=[C:8]([OH:10])[CH:7]=[C:6]([F:11])[C:3]=1[CH2:4][OH:5].[CH2:12](Br)[CH:13]=[CH2:14].Cl[C:17]([N:19]1[C@H:24]([CH3:25])[CH2:23][N:22](C(OC(C)(C)C)=O)[CH2:21][C@@H:20]1[CH3:33])=[O:18]. (5) Given the product [OH:21][C:22]1[C:27]2[C:28](=[O:31])/[C:29](=[CH:1]/[C:3]3[C:11]4[C:10]([C:12]#[N:13])=[CH:9][CH:8]=[CH:7][C:6]=4[N:5]([CH3:14])[C:4]=3[C:15]3[CH:20]=[CH:19][CH:18]=[CH:17][CH:16]=3)/[O:30][C:26]=2[CH:25]=[C:24]([OH:32])[CH:23]=1, predict the reactants needed to synthesize it. The reactants are: [CH:1]([C:3]1[C:11]2[C:10]([C:12]#[N:13])=[CH:9][CH:8]=[CH:7][C:6]=2[N:5]([CH3:14])[C:4]=1[C:15]1[CH:20]=[CH:19][CH:18]=[CH:17][CH:16]=1)=O.[OH:21][C:22]1[C:27]2[C:28](=[O:31])[CH2:29][O:30][C:26]=2[CH:25]=[C:24]([OH:32])[CH:23]=1.